This data is from Forward reaction prediction with 1.9M reactions from USPTO patents (1976-2016). The task is: Predict the product of the given reaction. Given the reactants [N+:1]([C:4]1[CH:5]=[C:6]([CH:9]=[CH:10][CH:11]=1)[CH:7]=O)([O-])=O.S(=O)(=O)(O)[O-].[Na+].[C:18]1([NH2:25])[CH:23]=[CH:22][CH:21]=[CH:20][C:19]=1[NH2:24].[CH3:26]N(C=O)C, predict the reaction product. The product is: [NH:24]1[C:19]2[CH:20]=[CH:21][CH:22]=[CH:23][C:18]=2[N:25]=[C:7]1[C:6]1[CH:9]=[CH:10][C:11]([CH3:26])=[C:4]([NH2:1])[CH:5]=1.